The task is: Predict the reaction yield, written as a fraction of the theoretical maximum amount of product (1.0 means a 100% yield; for example, 0.34 means a 34% yield).. This data is from Reaction yield outcomes from USPTO patents with 853,638 reactions. (1) The reactants are [C:1](OC(=O)C)(=[O:3])[CH3:2].[NH2:8][C@@H:9]1[CH2:14][CH2:13][C@H:12]([N:15]2[C:20](=[O:21])[C:19]3[CH:22]=[C:23]([F:26])[CH:24]=[N:25][C:18]=3[N:17]([C:27]3[CH:28]=[C:29]([C:33]4[CH:38]=[CH:37][CH:36]=[CH:35][C:34]=4[CH2:39][N:40]4[CH2:45][CH2:44][O:43][CH2:42][CH2:41]4)[CH:30]=[CH:31][CH:32]=3)[C:16]2=[O:46])[CH2:11][CH2:10]1.C(N(C(C)C)C(C)C)C. The catalyst is CO. The product is [F:26][C:23]1[CH:24]=[N:25][C:18]2[N:17]([C:27]3[CH:28]=[C:29]([C:33]4[CH:38]=[CH:37][CH:36]=[CH:35][C:34]=4[CH2:39][N:40]4[CH2:45][CH2:44][O:43][CH2:42][CH2:41]4)[CH:30]=[CH:31][CH:32]=3)[C:16](=[O:46])[N:15]([C@@H:12]3[CH2:13][CH2:14][C@H:9]([NH:8][C:1](=[O:3])[CH3:2])[CH2:10][CH2:11]3)[C:20](=[O:21])[C:19]=2[CH:22]=1. The yield is 0.740. (2) The catalyst is C1COCC1. The yield is 0.970. The product is [Cl:26][C:22]1[O:23][C:19]([C:16]2[CH:15]=[CH:14][C:13]([C:12]([F:11])([F:24])[F:25])=[CH:18][CH:17]=2)=[CH:20][N:21]=1. The reactants are [Li+].C[Si]([N-][Si](C)(C)C)(C)C.[F:11][C:12]([F:25])([F:24])[C:13]1[CH:18]=[CH:17][C:16]([C:19]2[O:23][CH:22]=[N:21][CH:20]=2)=[CH:15][CH:14]=1.[Cl:26]C(Cl)(Cl)C(Cl)(Cl)Cl. (3) The reactants are [CH2:1]([O:8][CH2:9][C:10]1[C@@H:14]([O:15][Si:16]([C:19]([CH3:22])([CH3:21])[CH3:20])([CH3:18])[CH3:17])[CH2:13][C@@H:12]([OH:23])[CH:11]=1)[C:2]1[CH:7]=[CH:6][CH:5]=[CH:4][CH:3]=1.C(=O)([O-])[O-].[Na+].[Na+]. The catalyst is CCOC(C)=O.[Pd]. The product is [CH2:1]([O:8][CH2:9][C@H:10]1[C@@H:14]([O:15][Si:16]([C:19]([CH3:21])([CH3:20])[CH3:22])([CH3:18])[CH3:17])[CH2:13][C@@H:12]([OH:23])[CH2:11]1)[C:2]1[CH:7]=[CH:6][CH:5]=[CH:4][CH:3]=1. The yield is 0.760. (4) The reactants are [NH2:1][C:2]1[N:7]=[C:6](/[C:8](=[C:11]2\[NH:12][C:13]3[CH:21]=[CH:20][CH:19]=[CH:18][C:14]=3[N:15]\2[CH2:16][CH3:17])/[C:9]#[N:10])[C:5]([CH3:22])=[CH:4][N:3]=1.Cl.[CH3:24][N:25]([CH3:32])[CH2:26][CH2:27][CH2:28][C:29](O)=[O:30]. No catalyst specified. The product is [C:9](/[C:8](=[C:11]1/[NH:12][C:13]2[CH:21]=[CH:20][CH:19]=[CH:18][C:14]=2[N:15]/1[CH2:16][CH3:17])/[C:6]1[C:5]([CH3:22])=[CH:4][N:3]=[C:2]([NH:1][C:29](=[O:30])[CH2:28][CH2:27][CH2:26][N:25]([CH3:32])[CH3:24])[N:7]=1)#[N:10]. The yield is 0.500. (5) The reactants are [NH2:1][C:2]1[CH:7]=[CH:6][CH:5]=[C:4]([CH3:8])[N:3]=1.[N+:9]([C:11]1[CH:20]=[CH:19][C:14]2[O:15][CH2:16][CH2:17][O:18][C:13]=2[CH:12]=1)#[C-:10].[F:21][CH2:22][CH2:23][O:24][C:25]1[CH:32]=[CH:31][C:28]([CH:29]=O)=[CH:27][C:26]=1[O:33][CH3:34]. The catalyst is O1CCOCC1.[Cl-].[Zn+2].[Cl-]. The product is [O:15]1[CH2:16][CH2:17][O:18][C:13]2[CH:12]=[C:11]([NH:9][C:10]3[N:3]4[C:4]([CH3:8])=[CH:5][CH:6]=[CH:7][C:2]4=[N:1][C:29]=3[C:28]3[CH:31]=[CH:32][C:25]([O:24][CH2:23][CH2:22][F:21])=[C:26]([O:33][CH3:34])[CH:27]=3)[CH:20]=[CH:19][C:14]1=2. The yield is 0.250. (6) The reactants are [C:1]([O:7][CH2:8][CH3:9])(=[O:6])[CH2:2][C:3]([CH3:5])=O.[Cl:10][C:11]1[CH:18]=[C:17]([Cl:19])[CH:16]=[CH:15][C:12]=1[CH:13]=O.[NH4+:20].[OH-:21]. The catalyst is CCO.C(Cl)Cl. The product is [Cl:10][C:11]1[CH:18]=[C:17]([Cl:19])[CH:16]=[CH:15][C:12]=1[CH:13]1[C:2]([C:1]([O:7][CH2:8][CH3:9])=[O:6])=[C:3]([CH3:5])[NH:20][C:3]([CH3:5])=[C:2]1[C:1]([O:7][CH2:8][CH3:9])=[O:21]. The yield is 0.510. (7) The reactants are C(N(CC)CC)C.Cl.[Cl:9][C:10]1[CH:15]=[CH:14][C:13]([CH:16]2[CH2:21][CH2:20][CH2:19][NH:18][CH2:17]2)=[C:12]([C:22]([F:25])([F:24])[F:23])[CH:11]=1.[NH:26]1[CH:30]=[C:29]([C:31](O)=[O:32])[CH:28]=[N:27]1.C(Cl)CCl.O.ON1C2C=CC=CC=2N=N1. The catalyst is C(Cl)Cl. The product is [Cl:9][C:10]1[CH:15]=[CH:14][C:13]([CH:16]2[CH2:21][CH2:20][CH2:19][N:18]([C:31]([C:29]3[CH:30]=[N:26][NH:27][CH:28]=3)=[O:32])[CH2:17]2)=[C:12]([C:22]([F:25])([F:23])[F:24])[CH:11]=1. The yield is 0.660. (8) The reactants are C[O:2][C:3](=O)[CH:4]=[C:5]([C:25](=[O:44])[NH:26][C:27]1[CH:32]=[C:31]([C:33]([CH3:36])([CH3:35])[CH3:34])[CH:30]=[C:29]([NH:37][S:38]([CH3:41])(=[O:40])=[O:39])[C:28]=1[O:42][CH3:43])[C:6]1[C:15]2[C:10](=[CH:11][CH:12]=[CH:13][CH:14]=2)[C:9]([O:16][CH2:17][CH2:18][N:19]2[CH2:24][CH2:23][O:22][CH2:21][CH2:20]2)=[CH:8][CH:7]=1.CCN(C(C)C)C(C)C. The catalyst is C1COCC1. The product is [C:33]([C:31]1[CH:32]=[C:27]([N:26]2[C:3](=[O:2])[CH:4]=[C:5]([C:6]3[C:15]4[C:10](=[CH:11][CH:12]=[CH:13][CH:14]=4)[C:9]([O:16][CH2:17][CH2:18][N:19]4[CH2:24][CH2:23][O:22][CH2:21][CH2:20]4)=[CH:8][CH:7]=3)[C:25]2=[O:44])[C:28]([O:42][CH3:43])=[C:29]([NH:37][S:38]([CH3:41])(=[O:40])=[O:39])[CH:30]=1)([CH3:34])([CH3:35])[CH3:36]. The yield is 0.390. (9) The reactants are [C:1]([C:4]1[CH:9]=[CH:8][C:7]([CH:10]2[C:14]3[C:15]([CH3:29])=[C:16]([NH:21][C:22](=[O:28])[CH2:23][C:24]([CH3:27])([CH3:26])[CH3:25])[C:17]([CH3:20])=[C:18]([CH3:19])[C:13]=3[O:12][CH2:11]2)=[CH:6][CH:5]=1)(=[O:3])[CH3:2].[CH3:30][Mg]Br. The catalyst is C(OCC)(=O)C.CCCCCC. The product is [OH:3][C:1]([C:4]1[CH:9]=[CH:8][C:7]([CH:10]2[C:14]3[C:15]([CH3:29])=[C:16]([NH:21][C:22](=[O:28])[CH2:23][C:24]([CH3:25])([CH3:27])[CH3:26])[C:17]([CH3:20])=[C:18]([CH3:19])[C:13]=3[O:12][CH2:11]2)=[CH:6][CH:5]=1)([CH3:30])[CH3:2]. The yield is 0.420. (10) The reactants are [Br:1][C:2]1[CH:3]=[CH:4][C:5]2[C:13](=[O:14])[C:12](=[O:15])[C:11]3[NH:10][C:9]([CH3:16])=[C:8]([C:17]([O:19][CH2:20][CH3:21])=[O:18])[C:7]=3[C:6]=2[CH:22]=1.[C:23]([O-])([O-])=O.[K+].[K+].CI. The catalyst is CN(C=O)C. The product is [Br:1][C:2]1[CH:3]=[CH:4][C:5]2[C:13](=[O:14])[C:12](=[O:15])[C:11]3[N:10]([CH3:23])[C:9]([CH3:16])=[C:8]([C:17]([O:19][CH2:20][CH3:21])=[O:18])[C:7]=3[C:6]=2[CH:22]=1. The yield is 0.300.